Dataset: Reaction yield outcomes from USPTO patents with 853,638 reactions. Task: Predict the reaction yield, written as a fraction of the theoretical maximum amount of product (1.0 means a 100% yield; for example, 0.34 means a 34% yield). The reactants are [Br:1][C:2]1[C:3]([F:13])=[CH:4][C:5]([F:12])=[C:6]([S:8](Cl)(=[O:10])=[O:9])[CH:7]=1.[CH2:14]([CH2:16][NH2:17])[OH:15]. No catalyst specified. The product is [Br:1][C:2]1[C:3]([F:13])=[CH:4][C:5]([F:12])=[C:6]([S:8]([NH:17][CH2:16][CH2:14][OH:15])(=[O:10])=[O:9])[CH:7]=1. The yield is 1.00.